Dataset: Forward reaction prediction with 1.9M reactions from USPTO patents (1976-2016). Task: Predict the product of the given reaction. (1) Given the reactants [OH:1][C:2]1[CH:7]=[CH:6][C:5]([C:8]2[C:9](=[O:23])[C:10]([CH3:22])([CH3:21])[O:11][C:12]=2[C:13]2[CH:18]=[CH:17][C:16]([O:19][CH3:20])=[CH:15][CH:14]=2)=[CH:4][CH:3]=1.C(=O)([O-])[O-].[Cs+].[Cs+].CN(C=O)C.Cl[CH2:36][C:37]1[N:38]=[C:39]2[CH:44]=[CH:43][CH:42]=[CH:41][N:40]2[C:45]=1[CH3:46], predict the reaction product. The product is: [CH3:20][O:19][C:16]1[CH:17]=[CH:18][C:13]([C:12]2[O:11][C:10]([CH3:21])([CH3:22])[C:9](=[O:23])[C:8]=2[C:5]2[CH:4]=[CH:3][C:2]([O:1][CH2:36][C:37]3[N:38]=[C:39]4[CH:44]=[CH:43][CH:42]=[CH:41][N:40]4[C:45]=3[CH3:46])=[CH:7][CH:6]=2)=[CH:14][CH:15]=1. (2) Given the reactants [NH2:1][C:2]1[O:6][N:5]=[C:4]([C:7]2[CH:12]=[CH:11][CH:10]=[C:9]([F:13])[CH:8]=2)[C:3]=1[C:14]([OH:16])=O.Cl.C(N=C=NCCCN(C)C)C.[F:29][C:30]1[CH:35]=[CH:34][CH:33]=[CH:32][C:31]=1[N:36]1[CH2:41][CH2:40][NH:39][CH2:38][CH2:37]1, predict the reaction product. The product is: [NH2:1][C:2]1[O:6][N:5]=[C:4]([C:7]2[CH:12]=[CH:11][CH:10]=[C:9]([F:13])[CH:8]=2)[C:3]=1[C:14]([N:39]1[CH2:38][CH2:37][N:36]([C:31]2[CH:32]=[CH:33][CH:34]=[CH:35][C:30]=2[F:29])[CH2:41][CH2:40]1)=[O:16]. (3) The product is: [Br:1][C:2]1[CH:11]=[C:10]2[C:5]([CH:6]=[C:7]([C:12]([OH:14])=[O:13])[CH:8]=[N:9]2)=[CH:4][C:3]=1[O:17][CH3:18]. Given the reactants [Br:1][C:2]1[CH:11]=[C:10]2[C:5]([CH:6]=[C:7]([C:12]([O:14]CC)=[O:13])[CH:8]=[N:9]2)=[CH:4][C:3]=1[O:17][CH3:18].[OH-].[Li+], predict the reaction product. (4) Given the reactants C([O:8][C:9]1([C:13]2[S:14][C:15]([C:18]3[CH:23]=[C:22]([NH:24][C:25]4[N:30]=[C:29]([C:31]([F:34])([F:33])[F:32])[CH:28]=[CH:27][N:26]=4)[CH:21]=[C:20]([O:35][CH2:36][CH3:37])[N:19]=3)=[CH:16][N:17]=2)[CH2:12][CH2:11][CH2:10]1)C1C=CC=CC=1.B(Br)(Br)Br, predict the reaction product. The product is: [CH2:36]([O:35][C:20]1[N:19]=[C:18]([C:15]2[S:14][C:13]([C:9]3([OH:8])[CH2:12][CH2:11][CH2:10]3)=[N:17][CH:16]=2)[CH:23]=[C:22]([NH:24][C:25]2[N:30]=[C:29]([C:31]([F:33])([F:34])[F:32])[CH:28]=[CH:27][N:26]=2)[CH:21]=1)[CH3:37].